The task is: Predict which catalyst facilitates the given reaction.. This data is from Catalyst prediction with 721,799 reactions and 888 catalyst types from USPTO. (1) Reactant: [CH3:1][O:2][C:3]1[CH:8]=[CH:7][CH:6]=[CH:5][C:4]=1[OH:9].[OH-].[Na+].C(=O)(O)[O-].[Na+].[CH2:17]([CH:19]1[O:21][CH2:20]1)Cl. Product: [CH3:1][O:2][C:3]1[CH:8]=[CH:7][CH:6]=[CH:5][C:4]=1[O:9][CH2:17][CH:19]1[O:21][CH2:20]1. The catalyst class is: 6. (2) Reactant: [N:1]([CH2:4][CH2:5][O:6][C:7](=[O:25])[NH:8][CH2:9][CH2:10][CH2:11][CH2:12][C@@H:13]([C:22]([OH:24])=[O:23])[NH:14]C(=O)OC(C)(C)C)=[N+:2]=[N-:3].[C:26]([OH:32])([C:28]([F:31])([F:30])[F:29])=[O:27]. Product: [OH:32][C:26]([C:28]([F:31])([F:30])[F:29])=[O:27].[NH2:14][C@@H:13]([CH2:12][CH2:11][CH2:10][CH2:9][NH:8][C:7]([O:6][CH2:5][CH2:4][N:1]=[N+:2]=[N-:3])=[O:25])[C:22]([OH:24])=[O:23]. The catalyst class is: 2. (3) Reactant: Cl.[NH2:2][C:3]1[N:8]2[N:9]=[CH:10][C:11]([C:12]3[CH:13]=[N:14][C:15]([C:18]4[CH:23]=[CH:22][CH:21]=[CH:20][CH:19]=4)=[CH:16][CH:17]=3)=[C:7]2[N:6]=[C:5]([CH:24]2[CH2:29][CH2:28][NH:27][CH2:26][CH2:25]2)[C:4]=1[C:30](=[O:32])[CH3:31].CCN(C(C)C)C(C)C.[C:42](O)(=[O:46])[C@@H:43]([CH3:45])[OH:44].C1C=CC2N(O)N=NC=2C=1.CCN=C=NCCCN(C)C. Product: [C:30]([C:4]1[C:5]([CH:24]2[CH2:25][CH2:26][N:27]([C:42](=[O:46])[C@H:43]([OH:44])[CH3:45])[CH2:28][CH2:29]2)=[N:6][C:7]2[N:8]([N:9]=[CH:10][C:11]=2[C:12]2[CH:13]=[N:14][C:15]([C:18]3[CH:19]=[CH:20][CH:21]=[CH:22][CH:23]=3)=[CH:16][CH:17]=2)[C:3]=1[NH2:2])(=[O:32])[CH3:31]. The catalyst class is: 3. (4) Reactant: [CH:1]([Si:4]1([CH:39]([CH3:41])[CH3:40])[O:11][C@H:10]2[C@@H:12]([OH:32])[C@H:13]([N:15]3[CH:23]=[N:22][C:21]4[C:16]3=[N:17][CH:18]=[N:19][C:20]=4/[CH:24]=[CH:25]/[C:26]3[CH:31]=[CH:30][CH:29]=[CH:28][CH:27]=3)[O:14][C@@H:9]2[CH2:8][O:7][Si:6]([CH:36]([CH3:38])[CH3:37])([CH:33]([CH3:35])[CH3:34])[O:5]1)([CH3:3])[CH3:2].[H-].[Na+].[CH3:44]I.O. Product: [CH:24](/[C:20]1[N:19]=[CH:18][N:17]=[C:16]2[C:21]=1[N:22]=[CH:23][N:15]2[C@@H:13]1[O:14][C@H:9]2[C@@H:10]([O:11][Si:4]([CH:1]([CH3:2])[CH3:3])([CH:39]([CH3:41])[CH3:40])[O:5][Si:6]([CH:33]([CH3:35])[CH3:34])([CH:36]([CH3:38])[CH3:37])[O:7][CH2:8]2)[C@H:12]1[O:32][CH3:44])=[CH:25]\[C:26]1[CH:31]=[CH:30][CH:29]=[CH:28][CH:27]=1. The catalyst class is: 9. (5) Reactant: [Li][C:2](C)(C)C.[S:6]1[CH:10]=[CH:9][C:8]2[CH:11]=[CH:12][CH:13]=[CH:14][C:7]1=2.C1COCC1.IC. Product: [CH3:2][C:10]1[S:6][C:7]2[CH:14]=[CH:13][CH:12]=[CH:11][C:8]=2[CH:9]=1. The catalyst class is: 28. (6) Reactant: [Si:1]([O:8][CH2:9][CH:10]([CH2:21][O:22][Si:23]([C:26]([CH3:29])([CH3:28])[CH3:27])([CH3:25])[CH3:24])[CH2:11][CH2:12][CH2:13][C:14]1[CH:19]=[CH:18][N+:17]([O-])=[CH:16][CH:15]=1)([C:4]([CH3:7])([CH3:6])[CH3:5])([CH3:3])[CH3:2].C[Si]([C:34]#[N:35])(C)C.CN(C)C(Cl)=O.C([O-])(O)=O.[Na+]. Product: [Si:1]([O:8][CH2:9][CH:10]([CH2:21][O:22][Si:23]([C:26]([CH3:29])([CH3:28])[CH3:27])([CH3:25])[CH3:24])[CH2:11][CH2:12][CH2:13][C:14]1[CH:19]=[CH:18][N:17]=[C:16]([C:34]#[N:35])[CH:15]=1)([C:4]([CH3:7])([CH3:6])[CH3:5])([CH3:3])[CH3:2]. The catalyst class is: 22. (7) Reactant: [Br:1][C:2]1[CH:31]=[CH:30][CH:29]=[CH:28][C:3]=1[O:4][CH2:5][C:6]([N:8]1[CH2:13][CH2:12][N:11](CC2C=CC=CC=2)[CH2:10][C@H:9]1[CH2:21][C:22]1[CH:27]=[CH:26][CH:25]=[CH:24][CH:23]=1)=[O:7].ClC(OC(Cl)C)=O.CO. Product: [CH2:21]([C@@H:9]1[CH2:10][NH:11][CH2:12][CH2:13][N:8]1[C:6](=[O:7])[CH2:5][O:4][C:3]1[CH:28]=[CH:29][CH:30]=[CH:31][C:2]=1[Br:1])[C:22]1[CH:27]=[CH:26][CH:25]=[CH:24][CH:23]=1. The catalyst class is: 68.